Dataset: Catalyst prediction with 721,799 reactions and 888 catalyst types from USPTO. Task: Predict which catalyst facilitates the given reaction. (1) Reactant: [Br:1][C:2]1[CH:3]=[C:4]([C:9]([O:11][CH3:12])=[O:10])[CH:5]=[N:6][C:7]=1[OH:8].O[CH:14]1[CH2:19][CH2:18][N:17]([C:20]([O:22][C:23]([CH3:26])([CH3:25])[CH3:24])=[O:21])[CH2:16][CH2:15]1.C1(P(C2C=CC=CC=2)C2C=CC=CC=2)C=CC=CC=1.N(C(OCC)=O)=NC(OCC)=O. Product: [Br:1][C:2]1[CH:3]=[C:4]([C:9]([O:11][CH3:12])=[O:10])[CH:5]=[N:6][C:7]=1[O:8][CH:14]1[CH2:19][CH2:18][N:17]([C:20]([O:22][C:23]([CH3:26])([CH3:25])[CH3:24])=[O:21])[CH2:16][CH2:15]1. The catalyst class is: 7. (2) Product: [F:7][C:8]1[CH:13]=[CH:12][C:11]([N:14]2[C:22]3[CH:21]=[C:20]4[CH2:23][CH2:24][CH2:25][CH:26]5[CH2:31][C:30]6([CH2:41][O:32]6)[CH2:29][CH2:28][C:27]5([CH2:33][C:34]5[CH:39]=[CH:38][CH:37]=[CH:36][N:35]=5)[C:19]4=[CH:18][C:17]=3[CH:16]=[N:15]2)=[CH:10][CH:9]=1. Reactant: [I-].C[S+](C)(C)=O.[F:7][C:8]1[CH:13]=[CH:12][C:11]([N:14]2[C:22]3[C:17](=[CH:18][C:19]4[C@@:27]5([CH2:33][C:34]6[CH:39]=[CH:38][CH:37]=[CH:36][N:35]=6)[CH2:28][CH2:29][C:30](=[O:32])[CH2:31][C@H:26]5[CH2:25][CH2:24][CH2:23][C:20]=4[CH:21]=3)[CH:16]=[N:15]2)=[CH:10][CH:9]=1.F[C:41]1C=CC(N2C3C(=CC4[C@]5(CC6C=CC=CN=6)CCC(=O)C[C@@H]5CCCC=4C=3)C=N2)=CC=1. The catalyst class is: 49. (3) Reactant: [CH:1]1([CH:7]2[CH2:19][C:18]3[C:17]4[C:12](=[CH:13][CH:14]=[C:15]([C:20]([N:22]([CH2:24][C:25]([NH:27][CH:28]5[CH2:30][CH2:29]5)=[O:26])[CH3:23])=[O:21])[CH:16]=4)[NH:11][C:10]=3[CH2:9][CH2:8]2)[CH2:6][CH2:5][CH2:4][CH2:3][CH2:2]1.[H-].[Na+].[CH:33]([S:36](Cl)(=[O:38])=[O:37])([CH3:35])[CH3:34]. Product: [CH:1]1([CH:7]2[CH2:19][C:18]3[C:17]4[C:12](=[CH:13][CH:14]=[C:15]([C:20]([N:22]([CH2:24][C:25]([NH:27][CH:28]5[CH2:29][CH2:30]5)=[O:26])[CH3:23])=[O:21])[CH:16]=4)[N:11]([S:36]([CH:33]([CH3:35])[CH3:34])(=[O:38])=[O:37])[C:10]=3[CH2:9][CH2:8]2)[CH2:2][CH2:3][CH2:4][CH2:5][CH2:6]1. The catalyst class is: 3.